This data is from Catalyst prediction with 721,799 reactions and 888 catalyst types from USPTO. The task is: Predict which catalyst facilitates the given reaction. (1) Reactant: [Br-].[CH2:2]([P+](C1C=CC=CC=1)(C1C=CC=CC=1)C1C=CC=CC=1)[C:3]1[CH:8]=[CH:7][CH:6]=[CH:5][CH:4]=1.C[Si]([N-][Si](C)(C)C)(C)C.[K+].[CH:38]([C:40]1[CH:41]=[C:42]([N:46]([CH2:52][C:53]2[CH:54]=[N:55][CH:56]=[CH:57][CH:58]=2)[S:47]([CH2:50][CH3:51])(=[O:49])=[O:48])[CH:43]=[CH:44][CH:45]=1)=O. Product: [C:3]1([CH:2]=[CH:38][C:40]2[CH:41]=[C:42]([N:46]([CH2:52][C:53]3[CH:54]=[N:55][CH:56]=[CH:57][CH:58]=3)[S:47]([CH2:50][CH3:51])(=[O:49])=[O:48])[CH:43]=[CH:44][CH:45]=2)[CH:8]=[CH:7][CH:6]=[CH:5][CH:4]=1. The catalyst class is: 1. (2) Reactant: C(OC(NC[C@H](F)CC1CCC2CC3CCC=NC=3C3=NN(C(OC(C)(C)C)=O)C(C)C23C1=O)=O)(C)(C)C.[NH2:39][CH2:40][C@H:41]([F:62])[CH2:42][N:43]1[C:52]2[CH:51]=[C:50]3[CH2:53][CH2:54][CH2:55][CH2:56][C:49]3=[CH:48][C:47]=2[C:46]2=[N:57][NH:58][C:59]([CH3:60])=[C:45]2[C:44]1=[O:61].Cl. Product: [NH2:39][CH2:40][C@@H:41]([F:62])[CH2:42][N:43]1[C:52]2[CH:51]=[C:50]3[CH2:53][CH2:54][CH2:55][CH2:56][C:49]3=[CH:48][C:47]=2[C:46]2=[N:57][NH:58][C:59]([CH3:60])=[C:45]2[C:44]1=[O:61].[NH2:39][CH2:40][C@H:41]([F:62])[CH2:42][N:43]1[C:52]2[CH:51]=[C:50]3[CH2:53][CH2:54][CH2:55][CH2:56][C:49]3=[CH:48][C:47]=2[C:46]2=[N:57][NH:58][C:59]([CH3:60])=[C:45]2[C:44]1=[O:61]. The catalyst class is: 71. (3) Reactant: [CH3:1][N:2]([CH2:4][CH2:5][O:6][CH2:7][CH2:8][CH2:9][NH2:10])[CH3:3].[NH2:11][C:12]1[CH:17]=[CH:16][CH:15]=[CH:14][C:13]=1[NH:18][C:19](=[O:36])[C:20]1[CH:25]=[CH:24][C:23]([C:26]2[CH:31]=[CH:30][N:29]=[C:28](S(C)(=O)=O)[N:27]=2)=[CH:22][CH:21]=1. Product: [NH2:11][C:12]1[CH:17]=[CH:16][CH:15]=[CH:14][C:13]=1[NH:18][C:19](=[O:36])[C:20]1[CH:25]=[CH:24][C:23]([C:26]2[CH:31]=[CH:30][N:29]=[C:28]([NH:10][CH2:9][CH2:8][CH2:7][O:6][CH2:5][CH2:4][N:2]([CH3:3])[CH3:1])[N:27]=2)=[CH:22][CH:21]=1. The catalyst class is: 80. (4) Reactant: [CH3:1]OC1C=C(OC)C=CC=1C(Cl)=O.[Cl:14][C:15]1[CH:21]=[C:20]([O:22][C:23]2[C:32]3[C:27](=[CH:28][C:29]([O:35][CH3:36])=[C:30]([O:33][CH3:34])[CH:31]=3)[N:26]=[CH:25]N=2)[CH:19]=[CH:18][C:16]=1[NH2:17].[CH3:37][O:38][C:39]1[CH:44]=[C:43]([O:45][CH3:46])[CH:42]=[CH:41][C:40]=1[C:47]([N:49]=[C:50]=[S:51])=[O:48]. Product: [CH3:37][O:38][C:39]1[CH:44]=[C:43]([O:45][CH3:46])[CH:42]=[CH:41][C:40]=1[C:47]([N:49]=[C:50]=[S:51])=[O:48].[Cl:14][C:15]1[CH:21]=[C:20]([O:22][C:23]2[C:32]3[C:27](=[CH:28][C:29]([O:35][CH3:36])=[C:30]([O:33][CH3:34])[CH:31]=3)[N:26]=[CH:25][CH:1]=2)[CH:19]=[CH:18][C:16]=1[NH:17][C:50]([NH:49][C:47](=[O:48])[C:40]1[CH:41]=[CH:42][C:43]([O:45][CH3:46])=[CH:44][C:39]=1[O:38][CH3:37])=[S:51]. The catalyst class is: 234. (5) Reactant: [F:1][C:2]1[CH:3]=[C:4]([C:8]2[CH:17]=[N:16][C:15]3[C:10](=[CH:11][CH:12]=[C:13]([OH:27])[C:14]=3[C:18]([NH:20][CH2:21][C:22]([O:24]CC)=[O:23])=[O:19])[N:9]=2)[CH:5]=[CH:6][CH:7]=1.[OH-].[Na+].CO. Product: [F:1][C:2]1[CH:3]=[C:4]([C:8]2[CH:17]=[N:16][C:15]3[C:10](=[CH:11][CH:12]=[C:13]([OH:27])[C:14]=3[C:18]([NH:20][CH2:21][C:22]([OH:24])=[O:23])=[O:19])[N:9]=2)[CH:5]=[CH:6][CH:7]=1. The catalyst class is: 7. (6) Reactant: [CH3:1][O:2][C:3]1[CH:4]=[N:5][C:6]2[C:11]([CH:12]=1)=[C:10]([CH:13]1[CH2:15][O:14]1)[CH:9]=[CH:8][CH:7]=2.[C:16]([O:20][C:21]([N:23]1[CH2:28][CH2:27][CH:26]([N:29]2[CH2:34][CH2:33][NH:32][CH2:31][CH2:30]2)[CH2:25][CH2:24]1)=[O:22])([CH3:19])([CH3:18])[CH3:17].C(=O)([O-])[O-].[K+].[K+].Cl([O-])(=O)(=O)=O.[Li+]. Product: [NH3:5].[C:16]([O:20][C:21]([N:23]1[CH2:28][CH2:27][CH:26]([N:29]2[CH2:34][CH2:33][N:32]([CH2:15][CH:13]([OH:14])[C:10]3[CH:9]=[CH:8][CH:7]=[C:6]4[C:11]=3[CH:12]=[C:3]([O:2][CH3:1])[CH:4]=[N:5]4)[CH2:31][CH2:30]2)[CH2:25][CH2:24]1)=[O:22])([CH3:19])([CH3:17])[CH3:18]. The catalyst class is: 3. (7) Reactant: COC(=O)C[S:5][C:6](=S)[C:7]1[CH:12]=[CH:11][CH:10]=[CH:9][CH:8]=1.[NH2:15][NH2:16]. Product: [C:6]([NH:15][NH2:16])(=[S:5])[C:7]1[CH:12]=[CH:11][CH:10]=[CH:9][CH:8]=1. The catalyst class is: 8. (8) Reactant: C(=[N:14][CH:15]([CH2:23][C:24]1[CH:25]=[N:26][C:27]([NH:30][C:31]([O:33][C:34]([CH3:37])([CH3:36])[CH3:35])=[O:32])=[CH:28][CH:29]=1)[C:16]([O:18][C:19]([CH3:22])([CH3:21])[CH3:20])=[O:17])(C1C=CC=CC=1)C1C=CC=CC=1. Product: [NH2:14][C@@H:15]([CH2:23][C:24]1[CH:25]=[N:26][C:27]([NH:30][C:31]([O:33][C:34]([CH3:37])([CH3:36])[CH3:35])=[O:32])=[CH:28][CH:29]=1)[C:16]([O:18][C:19]([CH3:20])([CH3:21])[CH3:22])=[O:17]. The catalyst class is: 19.